Dataset: Forward reaction prediction with 1.9M reactions from USPTO patents (1976-2016). Task: Predict the product of the given reaction. (1) The product is: [CH2:1]=[C:2]1[C:3]2[CH:20]=[CH:19][CH:18]=[CH:17][C:4]=2[C:5]2[CH:6]=[CH:7][CH2:8][C:9]=2[C:10]2[CH:15]=[CH:14][CH:13]=[CH:12][C:11]1=2. Given the reactants [CH2:1]=[C:2]1[C:11]2[CH:12]=[CH:13][CH:14]=[CH:15][C:10]=2[C:9]2[CH2:8][CH2:7][C:6](=O)[C:5]=2[C:4]2[CH:17]=[CH:18][CH:19]=[CH:20][C:3]1=2.[BH4-].[Na+], predict the reaction product. (2) The product is: [C:1]([C:5]1[N:10]=[C:9]([Cl:17])[CH:8]=[C:7]([CH:12]([F:14])[F:13])[N:6]=1)([CH3:4])([CH3:3])[CH3:2]. Given the reactants [C:1]([C:5]1[N:10]=[C:9](O)[CH:8]=[C:7]([CH:12]([F:14])[F:13])[N:6]=1)([CH3:4])([CH3:3])[CH3:2].S(Cl)([Cl:17])=O.C(=O)(O)[O-].[Na+], predict the reaction product. (3) Given the reactants [NH2:1][C:2]1[CH:3]=[C:4]([CH:9]=[CH:10][C:11]=1[O:12][CH3:13])[C:5]([O:7][CH3:8])=[O:6].C(OC1C=CC=CC=1N=[C:25]=[S:26])(C)C, predict the reaction product. The product is: [CH3:8][O:7][C:5](=[O:6])[C:4]1[CH:9]=[CH:10][C:11]([O:12][CH3:13])=[C:2]([N:1]=[C:25]=[S:26])[CH:3]=1. (4) Given the reactants [CH2:1]1[C:4]2([CH2:9][CH2:8][N:7]([C:10]([O:12][C:13]([CH3:16])([CH3:15])[CH3:14])=[O:11])[CH2:6][CH2:5]2)[CH2:3][NH:2]1.Cl[C:18]1[CH:25]=[C:24]([O:26][CH3:27])[C:21]([C:22]#[N:23])=[CH:20][N:19]=1.COC1C=CC=C(OC)C=1C1C=CC=CC=1P(C1CCCCC1)C1CCCCC1.C([O-])([O-])=O.[Cs+].[Cs+], predict the reaction product. The product is: [C:22]([C:21]1[C:24]([O:26][CH3:27])=[CH:25][C:18]([N:2]2[CH2:3][C:4]3([CH2:5][CH2:6][N:7]([C:10]([O:12][C:13]([CH3:16])([CH3:15])[CH3:14])=[O:11])[CH2:8][CH2:9]3)[CH2:1]2)=[N:19][CH:20]=1)#[N:23]. (5) Given the reactants [CH:1]([C:3]1[CH:11]=[CH:10][C:6]([C:7]([OH:9])=[O:8])=[CH:5][CH:4]=1)=[O:2].[OH:12][S:13]([O-:15])=[O:14].[Na+:16], predict the reaction product. The product is: [C:7]([C:6]1[CH:10]=[CH:11][C:3]([CH:1]([OH:2])[S:13]([O-:15])(=[O:14])=[O:12])=[CH:4][CH:5]=1)([OH:9])=[O:8].[Na+:16].